Dataset: Full USPTO retrosynthesis dataset with 1.9M reactions from patents (1976-2016). Task: Predict the reactants needed to synthesize the given product. (1) Given the product [C:1]([O:5][C:6](=[O:16])[C:7]1[CH:12]=[C:11]([B:22]2[O:26][C:25]([CH3:28])([CH3:27])[C:24]([CH3:30])([CH3:29])[O:23]2)[C:10]([CH3:14])=[CH:9][C:8]=1[CH3:15])([CH3:4])([CH3:3])[CH3:2], predict the reactants needed to synthesize it. The reactants are: [C:1]([O:5][C:6](=[O:16])[C:7]1[CH:12]=[C:11](I)[C:10]([CH3:14])=[CH:9][C:8]=1[CH3:15])([CH3:4])([CH3:3])[CH3:2].C([O-])(=O)C.[K+].[B:22]1([B:22]2[O:26][C:25]([CH3:28])([CH3:27])[C:24]([CH3:30])([CH3:29])[O:23]2)[O:26][C:25]([CH3:28])([CH3:27])[C:24]([CH3:30])([CH3:29])[O:23]1.CS(C)=O. (2) Given the product [Cl:21][C:22]1[S:26][C:25]([C:8]2[CH:9]=[C:10]3[C:5](=[CH:6][CH:7]=2)[C:4](=[O:19])[CH2:3][C:2]3([CH3:1])[CH3:20])=[CH:24][CH:23]=1, predict the reactants needed to synthesize it. The reactants are: [CH3:1][C:2]1([CH3:20])[C:10]2[C:5](=[CH:6][CH:7]=[C:8](OS(C(F)(F)F)(=O)=O)[CH:9]=2)[C:4](=[O:19])[CH2:3]1.[Cl:21][C:22]1[S:26][C:25](B(O)O)=[CH:24][CH:23]=1. (3) Given the product [CH3:1][O:2][C:3]([C@@:5]1([CH3:26])[C@H:9]([O:10][Si:11]([C:14]([CH3:17])([CH3:15])[CH3:16])([CH3:13])[CH3:12])[CH2:8][CH2:7][N:6]1[C:18]([O:20][C:21]([CH3:24])([CH3:23])[CH3:22])=[O:19])=[O:4], predict the reactants needed to synthesize it. The reactants are: [CH3:1][O:2][C:3]([C@@H:5]1[C@H:9]([O:10][Si:11]([C:14]([CH3:17])([CH3:16])[CH3:15])([CH3:13])[CH3:12])[CH2:8][CH2:7][N:6]1[C:18]([O:20][C:21]([CH3:24])([CH3:23])[CH3:22])=[O:19])=[O:4].[Li+].[CH3:26]C([N-]C(C)C)C.IC.O. (4) Given the product [OH:39][NH:26][C:24](=[O:33])[CH2:23][CH:13]1[C:14](=[O:15])[NH:8][C:9]2[CH:19]=[CH:18][CH:17]=[CH:16][C:10]=2[CH2:11][CH2:12]1.[C:35]([O:34][C:32](=[O:33])[CH2:31][CH:13]1[C:14](=[O:15])[N:8]([CH2:7][C:6]2[CH:5]=[CH:4][C:3]([O:2][CH3:1])=[CH:21][CH:20]=2)[C:9]2[CH:19]=[CH:18][CH:17]=[CH:16][C:10]=2[CH2:11][CH2:12]1)([CH3:38])([CH3:37])[CH3:36], predict the reactants needed to synthesize it. The reactants are: [CH3:1][O:2][C:3]1[CH:21]=[CH:20][C:6]([CH2:7][N:8]2[C:14](=[O:15])[CH2:13][CH2:12][CH2:11][C:10]3[CH:16]=[CH:17][CH:18]=[CH:19][C:9]2=3)=[CH:5][CH:4]=1.[Li+].[CH3:23][CH:24]([N-:26]C(C)C)C.Br[CH2:31][C:32]([O:34][C:35]([CH3:38])([CH3:37])[CH3:36])=[O:33].[OH2:39].